Dataset: Forward reaction prediction with 1.9M reactions from USPTO patents (1976-2016). Task: Predict the product of the given reaction. Given the reactants [NH:1]1[C:9]2[C:4](=[CH:5][CH:6]=[CH:7][C:8]=2[C:10]([OH:12])=O)[CH:3]=[CH:2]1.CN(C(ON1N=NC2C=CC=CC1=2)=[N+](C)C)C.[B-](F)(F)(F)F.C(N(CC)C(C)C)(C)C.[C:44]([C:48]1[CH:65]=[CH:64][C:51]([CH2:52][NH:53][CH2:54][CH2:55][C:56]2[CH:61]=[CH:60][C:59]([F:62])=[C:58]([F:63])[CH:57]=2)=[CH:50][CH:49]=1)([CH3:47])([CH3:46])[CH3:45], predict the reaction product. The product is: [C:44]([C:48]1[CH:65]=[CH:64][C:51]([CH2:52][N:53]([CH2:54][CH2:55][C:56]2[CH:61]=[CH:60][C:59]([F:62])=[C:58]([F:63])[CH:57]=2)[C:10]([C:8]2[CH:7]=[CH:6][CH:5]=[C:4]3[C:9]=2[NH:1][CH:2]=[CH:3]3)=[O:12])=[CH:50][CH:49]=1)([CH3:47])([CH3:45])[CH3:46].